This data is from Reaction yield outcomes from USPTO patents with 853,638 reactions. The task is: Predict the reaction yield, written as a fraction of the theoretical maximum amount of product (1.0 means a 100% yield; for example, 0.34 means a 34% yield). (1) The reactants are [OH-].[K+].[N:3]1[CH:8]=[CH:7][CH:6]=[C:5]([CH:9]=[O:10])[CH:4]=1.[N+:11]([CH2:13][C:14]([N:16]1[CH2:20][CH2:19][CH2:18][CH2:17]1)=[O:15])#[C-:12]. The catalyst is CO. The product is [N:3]1[CH:8]=[CH:7][CH:6]=[C:5]([C@@H:9]2[O:10][CH:12]=[N:11][C@H:13]2[C:14]([N:16]2[CH2:20][CH2:19][CH2:18][CH2:17]2)=[O:15])[CH:4]=1. The yield is 0.390. (2) The reactants are [S:1]1[C:5]2[CH:6]=[CH:7][CH:8]=[CH:9][C:4]=2[N:3]=[C:2]1[NH:10][NH2:11].C([O:14][C:15](=O)[CH2:16][C:17]([C:19]1[S:23][C:22]2[CH:24]=[CH:25][CH:26]=[CH:27][C:21]=2[CH:20]=1)=O)C. The catalyst is C(O)C.CC(O)=O. The product is [S:23]1[C:19]([C:17]2[NH:11][N:10]([C:2]3[S:1][C:5]4[CH:6]=[CH:7][CH:8]=[CH:9][C:4]=4[N:3]=3)[C:15](=[O:14])[CH:16]=2)=[CH:20][C:21]2[CH:27]=[CH:26][CH:25]=[CH:24][C:22]1=2. The yield is 0.170.